This data is from Peptide-MHC class II binding affinity with 134,281 pairs from IEDB. The task is: Regression. Given a peptide amino acid sequence and an MHC pseudo amino acid sequence, predict their binding affinity value. This is MHC class II binding data. (1) The MHC is DRB1_1302 with pseudo-sequence DRB1_1302. The binding affinity (normalized) is 0.0933. The peptide sequence is AASLLDEDMDALEEA. (2) The peptide sequence is GVWVLAEPTKGKNER. The MHC is DRB1_0301 with pseudo-sequence DRB1_0301. The binding affinity (normalized) is 0.307. (3) The peptide sequence is INKWQVVAPQLPADL. The MHC is HLA-DQA10201-DQB10202 with pseudo-sequence HLA-DQA10201-DQB10202. The binding affinity (normalized) is 0.184. (4) The peptide sequence is GMNPSHCNEMSWIQS. The MHC is HLA-DPA10301-DPB10402 with pseudo-sequence HLA-DPA10301-DPB10402. The binding affinity (normalized) is 0. (5) The peptide sequence is NETWKLARASFIEVK. The MHC is DRB1_0701 with pseudo-sequence DRB1_0701. The binding affinity (normalized) is 0.872.